Dataset: Retrosynthesis with 50K atom-mapped reactions and 10 reaction types from USPTO. Task: Predict the reactants needed to synthesize the given product. The reactants are: CC(C)(C)OC(=O)N1[C@H](Cc2ccc(C(=O)O)nc2)CC[C@@H]1[C@H](O)c1ccccc1.c1ccc(CN2CCNCC2)nc1. Given the product CC(C)(C)OC(=O)N1[C@H](Cc2ccc(C(=O)N3CCN(Cc4ccccn4)CC3)nc2)CC[C@@H]1[C@H](O)c1ccccc1, predict the reactants needed to synthesize it.